From a dataset of Catalyst prediction with 721,799 reactions and 888 catalyst types from USPTO. Predict which catalyst facilitates the given reaction. (1) Reactant: [CH3:1][O:2][C:3]1[CH:4]=[C:5]2[C:10](=[CH:11][C:12]=1[O:13][CH3:14])[N:9]=[CH:8][CH:7]=[C:6]2[O:15][C:16]1[CH:22]=[CH:21][C:19]([NH2:20])=[C:18]([CH3:23])[C:17]=1[CH3:24].Cl[C:26](Cl)([O:28][C:29](=[O:35])OC(Cl)(Cl)Cl)Cl.[CH3:37][N:38]1[CH2:43][CH2:42]C(O)[CH2:40][CH2:39]1.C(=O)(O)[O-].[Na+]. Product: [CH3:1][O:2][C:3]1[CH:4]=[C:5]2[C:10](=[CH:11][C:12]=1[O:13][CH3:14])[N:9]=[CH:8][CH:7]=[C:6]2[O:15][C:16]1[CH:22]=[CH:21][C:19]([NH:20][C:29](=[O:35])[O:28][CH:26]2[CH2:42][CH2:43][N:38]([CH3:37])[CH2:39][CH2:40]2)=[C:18]([CH3:23])[C:17]=1[CH3:24]. The catalyst class is: 208. (2) Reactant: [CH2:1]([O:3][C:4]([C:6]1[S:10][C:9]([C:11]2[CH:16]=[CH:15][C:14]([Cl:17])=[CH:13][CH:12]=2)=[N:8][C:7]=1[CH3:18])=[O:5])[CH3:2].[Br:19]N1C(=O)CCC1=O. Product: [CH2:1]([O:3][C:4]([C:6]1[S:10][C:9]([C:11]2[CH:12]=[CH:13][C:14]([Cl:17])=[CH:15][CH:16]=2)=[N:8][C:7]=1[CH2:18][Br:19])=[O:5])[CH3:2]. The catalyst class is: 340. (3) Reactant: Cl[C:2]([O:4][CH3:5])=[O:3].[NH2:6][C:7]1[CH:17]=[CH:16][C:15]([C:18]2[CH:19]=[C:20]3[C:26]([C:27]4[CH:32]=[CH:31][CH:30]=[CH:29][C:28]=4[O:33][CH3:34])=[N:25][NH:24][C:21]3=[N:22][CH:23]=2)=[CH:14][C:8]=1[C:9]([N:11]([CH3:13])[CH3:12])=[O:10]. Product: [CH3:5][O:4][C:2](=[O:3])[NH:6][C:7]1[CH:17]=[CH:16][C:15]([C:18]2[CH:19]=[C:20]3[C:26]([C:27]4[CH:32]=[CH:31][CH:30]=[CH:29][C:28]=4[O:33][CH3:34])=[N:25][NH:24][C:21]3=[N:22][CH:23]=2)=[CH:14][C:8]=1[C:9](=[O:10])[N:11]([CH3:13])[CH3:12]. The catalyst class is: 4.